From a dataset of Reaction yield outcomes from USPTO patents with 853,638 reactions. Predict the reaction yield, written as a fraction of the theoretical maximum amount of product (1.0 means a 100% yield; for example, 0.34 means a 34% yield). (1) The reactants are [C:1](Cl)(=[O:4])[CH:2]=[CH2:3].[CH3:6][NH:7][CH2:8][C:9]1[C:17]2[C:12](=[CH:13][CH:14]=[CH:15][CH:16]=2)[NH:11][CH:10]=1.CCN(CC)CC. The catalyst is C(Cl)Cl. The product is [NH:11]1[C:12]2[C:17](=[CH:16][CH:15]=[CH:14][CH:13]=2)[C:9]([CH2:8][N:7]([CH3:6])[C:1](=[O:4])[CH:2]=[CH2:3])=[CH:10]1. The yield is 0.800. (2) The reactants are C([N:8]1[C:12]2[C:13](=[O:35])[N:14]([CH3:34])[C:15]([CH:24]([O:29][C:30]([CH3:33])([CH3:32])[CH3:31])[C:25]([O:27][CH3:28])=[O:26])=[C:16]([C:17]3[CH:22]=[CH:21][C:20]([Cl:23])=[CH:19][CH:18]=3)[C:11]=2[CH:10]=[CH:9]1)C1C=CC=CC=1.[Li+].CC([N-]C(C)C)C. The catalyst is O1CCCC1. The product is [C:30]([O:29][CH:24]([C:15]1[N:14]([CH3:34])[C:13](=[O:35])[C:12]2[NH:8][CH:9]=[CH:10][C:11]=2[C:16]=1[C:17]1[CH:18]=[CH:19][C:20]([Cl:23])=[CH:21][CH:22]=1)[C:25]([O:27][CH3:28])=[O:26])([CH3:33])([CH3:31])[CH3:32]. The yield is 0.630. (3) The reactants are I[C:2]1[CH:28]=[CH:27][CH:26]=[CH:25][C:3]=1[CH2:4][C:5]1[S:6][C:7]2[N:8]=[CH:9][N:10]=[C:11]([NH:14][C:15]3[CH:20]=[CH:19][C:18]([C:21]([F:24])([F:23])[F:22])=[CH:17][CH:16]=3)[C:12]=2[N:13]=1.[Cu](C#N)[C:30]#[N:31]. The catalyst is CN(C=O)C.O. The product is [F:22][C:21]([F:24])([F:23])[C:18]1[CH:19]=[CH:20][C:15]([NH:14][C:11]2[C:12]3[N:13]=[C:5]([CH2:4][C:3]4[CH:25]=[CH:26][CH:27]=[CH:28][C:2]=4[C:30]#[N:31])[S:6][C:7]=3[N:8]=[CH:9][N:10]=2)=[CH:16][CH:17]=1. The yield is 0.940.